Dataset: Forward reaction prediction with 1.9M reactions from USPTO patents (1976-2016). Task: Predict the product of the given reaction. (1) Given the reactants F[C:2]1[CH:3]=[C:4]([C:10]#[N:11])[C:5](=[CH:8][CH:9]=1)[C:6]#[N:7].[CH2:12]([NH:15][CH2:16][CH2:17][CH3:18])[CH2:13][CH3:14], predict the reaction product. The product is: [CH2:12]([N:15]([CH2:16][CH2:17][CH3:18])[C:2]1[CH:3]=[C:4]([C:10]#[N:11])[C:5](=[CH:8][CH:9]=1)[C:6]#[N:7])[CH2:13][CH3:14]. (2) Given the reactants [Cl:1][C:2]1[N:7]=[C:6]([NH:8][CH2:9][CH3:10])[C:5]([N+:11]([O-])=O)=[CH:4][CH:3]=1.[Cl-].[NH4+], predict the reaction product. The product is: [Cl:1][C:2]1[N:7]=[C:6]([NH:8][CH2:9][CH3:10])[C:5]([NH2:11])=[CH:4][CH:3]=1. (3) Given the reactants [F:1][C:2]([F:19])([F:18])[C:3]1[CH:8]=[CH:7][C:6]([C:9]2[S:13][C:12]([S:14]([O-])(=[O:16])=[O:15])=[CH:11][CH:10]=2)=[CH:5][CH:4]=1.[Na+].CN(C=O)C.S(Cl)([Cl:28])=O, predict the reaction product. The product is: [F:1][C:2]([F:19])([F:18])[C:3]1[CH:8]=[CH:7][C:6]([C:9]2[S:13][C:12]([S:14]([Cl:28])(=[O:16])=[O:15])=[CH:11][CH:10]=2)=[CH:5][CH:4]=1. (4) Given the reactants [NH2:1][C:2]1[CH:3]=[C:4]([OH:12])[C:5](=[CH:10][CH:11]=1)[C:6]([O:8][CH3:9])=[O:7].[C:13]([C:15]1[CH:16]=[C:17]([S:21](Cl)(=[O:23])=[O:22])[CH:18]=[CH:19][CH:20]=1)#[N:14], predict the reaction product. The product is: [C:13]([C:15]1[CH:16]=[C:17]([S:21]([NH:1][C:2]2[CH:11]=[CH:10][C:5]([C:6]([O:8][CH3:9])=[O:7])=[C:4]([OH:12])[CH:3]=2)(=[O:23])=[O:22])[CH:18]=[CH:19][CH:20]=1)#[N:14]. (5) The product is: [O:24]=[C:15]1[NH:16][C:17]2[CH:23]=[N:22][CH:21]=[CH:20][C:18]=2[CH2:19][N:14]1[CH:11]1[CH2:10][CH2:9][N:8]([C:3]([O:5][CH2:30][CH3:31])=[O:4])[CH2:13][CH2:12]1. Given the reactants FC(F)(F)[C:3]([OH:5])=[O:4].[NH:8]1[CH2:13][CH2:12][CH:11]([N:14]2[CH2:19][C:18]3[CH:20]=[CH:21][N:22]=[CH:23][C:17]=3[NH:16][C:15]2=[O:24])[CH2:10][CH2:9]1.C(N1C=CN=C1)(N1[CH:31]=[CH:30]N=C1)=O, predict the reaction product.